From a dataset of Forward reaction prediction with 1.9M reactions from USPTO patents (1976-2016). Predict the product of the given reaction. The product is: [Cl:1][C:2]1[N:7]=[C:6]([NH:8][CH2:9][CH:10]2[O:47][CH2:14][CH2:13][N:12]([C:16]([O:18][C:19]([CH3:22])([CH3:21])[CH3:20])=[O:17])[CH2:11]2)[C:5]([C:23]#[C:24][C:25]2[CH:30]=[CH:29][CH:28]=[CH:27][C:26]=2[Cl:31])=[CH:4][N:3]=1. Given the reactants [Cl:1][C:2]1[N:7]=[C:6]([NH:8][CH2:9][C@H:10]2C[CH2:14][CH2:13][N:12]([C:16]([O:18][C:19]([CH3:22])([CH3:21])[CH3:20])=[O:17])[CH2:11]2)[C:5]([C:23]#[C:24][C:25]2[CH:30]=[CH:29][CH:28]=[CH:27][C:26]=2[Cl:31])=[CH:4][N:3]=1.BrC1C(NCC2[O:47]CCN(C(OC(C)(C)C)=O)C2)=NC(Cl)=NC=1, predict the reaction product.